From a dataset of Reaction yield outcomes from USPTO patents with 853,638 reactions. Predict the reaction yield, written as a fraction of the theoretical maximum amount of product (1.0 means a 100% yield; for example, 0.34 means a 34% yield). (1) The reactants are Br[C:2]1[CH:3]=[CH:4][C:5]2[O:9][CH:8]([CH:10]3[CH2:15][CH2:14][N:13]([C:16]4[N:21]=[CH:20][C:19]([CH2:22][CH2:23][CH3:24])=[CH:18][N:17]=4)[CH2:12][CH2:11]3)[CH2:7][C:6]=2[CH:25]=1.[N:26]1([C:32]([O:34][C:35]([CH3:38])([CH3:37])[CH3:36])=[O:33])[CH2:31][CH2:30][NH:29][CH2:28][CH2:27]1.C(O[Na])(C)(C)C. The catalyst is C1(C)C=CC=CC=1.O.C1C=CC(/C=C/C(/C=C/C2C=CC=CC=2)=O)=CC=1.C1C=CC(/C=C/C(/C=C/C2C=CC=CC=2)=O)=CC=1.C1C=CC(/C=C/C(/C=C/C2C=CC=CC=2)=O)=CC=1.[Pd].[Pd].C1C=CC(P(C2C(C3C(P(C4C=CC=CC=4)C4C=CC=CC=4)=CC=C4C=3C=CC=C4)=C3C(C=CC=C3)=CC=2)C2C=CC=CC=2)=CC=1. The product is [CH2:22]([C:19]1[CH:18]=[N:17][C:16]([N:13]2[CH2:14][CH2:15][CH:10]([CH:8]3[CH2:7][C:6]4[CH:25]=[C:2]([N:29]5[CH2:28][CH2:27][N:26]([C:32]([O:34][C:35]([CH3:38])([CH3:37])[CH3:36])=[O:33])[CH2:31][CH2:30]5)[CH:3]=[CH:4][C:5]=4[O:9]3)[CH2:11][CH2:12]2)=[N:21][CH:20]=1)[CH2:23][CH3:24]. The yield is 0.760. (2) The reactants are [C:1]([O:5][C:6]([N:8]1[CH2:13][CH2:12][CH:11]([C:14]#[C:15][CH2:16][OH:17])[CH2:10][CH2:9]1)=[O:7])([CH3:4])([CH3:3])[CH3:2]. The catalyst is C(O)C.O=[Pt]=O.O. The product is [C:1]([O:5][C:6]([N:8]1[CH2:13][CH2:12][CH:11]([CH2:14][CH2:15][CH2:16][OH:17])[CH2:10][CH2:9]1)=[O:7])([CH3:4])([CH3:3])[CH3:2]. The yield is 0.990. (3) The reactants are [F:1][C:2]1[CH:7]=[CH:6][C:5]([N:8]2[CH2:12][CH2:11][CH2:10][C@@H:9]2[C:13]2[CH:14]=[C:15]([C:30]([OH:32])=O)[CH:16]=[C:17]3[C:22]=2[O:21][C:20]([N:23]2[CH2:28][CH2:27][O:26][CH2:25][CH2:24]2)=[CH:19][C:18]3=[O:29])=[CH:4][CH:3]=1.Cl.[CH3:34][NH:35][CH3:36]. No catalyst specified. The product is [F:1][C:2]1[CH:7]=[CH:6][C:5]([N:8]2[CH2:12][CH2:11][CH2:10][CH:9]2[C:13]2[CH:14]=[C:15]([C:30]([N:35]([CH3:36])[CH3:34])=[O:32])[CH:16]=[C:17]3[C:22]=2[O:21][C:20]([N:23]2[CH2:24][CH2:25][O:26][CH2:27][CH2:28]2)=[CH:19][C:18]3=[O:29])=[CH:4][CH:3]=1. The yield is 0.150. (4) The reactants are Cl.[CH2:2]([N:9]1[CH2:14][CH2:13][C@@H:12]([F:15])[C@H:11]([NH:16]P(=O)(OCC)OCC)[CH2:10]1)[C:3]1[CH:8]=[CH:7][CH:6]=[CH:5][CH:4]=1.[CH3:25][C:26]([O:29][C:30](O[C:30]([O:29][C:26]([CH3:28])([CH3:27])[CH3:25])=[O:31])=[O:31])([CH3:28])[CH3:27].C(OCC)(=O)C. The catalyst is O1CCOCC1.C1COCC1.[OH-].[Na+]. The product is [CH2:2]([N:9]1[CH2:14][CH2:13][C@@H:12]([F:15])[C@H:11]([NH:16][C:30](=[O:31])[O:29][C:26]([CH3:28])([CH3:27])[CH3:25])[CH2:10]1)[C:3]1[CH:4]=[CH:5][CH:6]=[CH:7][CH:8]=1. The yield is 0.670.